This data is from Catalyst prediction with 721,799 reactions and 888 catalyst types from USPTO. The task is: Predict which catalyst facilitates the given reaction. (1) Reactant: [NH2:1][C:2]1[CH:3]=[C:4]([NH:9][C:10](=[O:12])[CH3:11])[CH:5]=[C:6]([Br:8])[CH:7]=1.Cl[C:14]1[N:19]=[C:18]([C:20]([F:23])([F:22])[F:21])[CH:17]=[CH:16][N:15]=1.CC1C=CC(S(O)(=O)=O)=CC=1. Product: [Br:8][C:6]1[CH:5]=[C:4]([NH:9][C:10](=[O:12])[CH3:11])[CH:3]=[C:2]([NH:1][C:14]2[N:19]=[C:18]([C:20]([F:23])([F:22])[F:21])[CH:17]=[CH:16][N:15]=2)[CH:7]=1. The catalyst class is: 12. (2) Reactant: [CH2:1]([O:8][C:9]1[C:18]2[C:13](=[CH:14][CH:15]=[CH:16][CH:17]=2)[CH:12]=[C:11]([C:19](OC)=[O:20])[N:10]=1)[C:2]1[CH:7]=[CH:6][CH:5]=[CH:4][CH:3]=1.[BH4-].[Na+].O1CCCC1.[Cl-].[NH4+]. Product: [CH2:1]([O:8][C:9]1[C:18]2[C:13](=[CH:14][CH:15]=[CH:16][CH:17]=2)[CH:12]=[C:11]([CH2:19][OH:20])[N:10]=1)[C:2]1[CH:3]=[CH:4][CH:5]=[CH:6][CH:7]=1. The catalyst class is: 5. (3) Reactant: Br[C:2]1[CH:7]=[CH:6][C:5]([CH:8]([CH3:12])[C:9]([NH2:11])=[O:10])=[CH:4][CH:3]=1.C([O-])(=O)C.[K+].[B:18]1([B:18]2[O:22][C:21]([CH3:24])([CH3:23])[C:20]([CH3:26])([CH3:25])[O:19]2)[O:22][C:21]([CH3:24])([CH3:23])[C:20]([CH3:26])([CH3:25])[O:19]1. Product: [CH3:25][C:20]1([CH3:26])[C:21]([CH3:24])([CH3:23])[O:22][B:18]([C:2]2[CH:7]=[CH:6][C:5]([CH:8]([CH3:12])[C:9]([NH2:11])=[O:10])=[CH:4][CH:3]=2)[O:19]1. The catalyst class is: 3. (4) Reactant: [H-].[Na+].[Cl:3][C:4]1[C:13]2[C:8](=[CH:9][CH:10]=[CH:11][CH:12]=2)[C:7](=[O:14])[NH:6][N:5]=1.[CH2:15](Br)[C:16]1[CH:21]=[CH:20][CH:19]=[CH:18][CH:17]=1. Product: [CH2:15]([N:6]1[N:5]=[C:4]([Cl:3])[C:13]2[C:8](=[CH:9][CH:10]=[CH:11][CH:12]=2)[C:7]1=[O:14])[C:16]1[CH:21]=[CH:20][CH:19]=[CH:18][CH:17]=1. The catalyst class is: 39. (5) Reactant: [C:1](OC(=O)C)(=[O:3])[CH3:2].[NH:8]1[CH2:11][CH:10]([N:12]([CH:41]([CH3:43])[CH3:42])[C:13]([C:15]2[S:19][C:18]3=[N:20][C@:21]([C:31]4[CH:36]=[CH:35][C:34]([Cl:37])=[CH:33][CH:32]=4)([CH3:30])[C@@H:22]([C:23]4[CH:28]=[CH:27][C:26]([Cl:29])=[CH:25][CH:24]=4)[N:17]3[C:16]=2[CH:38]([CH3:40])[CH3:39])=[O:14])[CH2:9]1.C(N(CC)CC)C. Product: [C:1]([N:8]1[CH2:9][CH:10]([N:12]([CH:41]([CH3:43])[CH3:42])[C:13]([C:15]2[S:19][C:18]3=[N:20][C@:21]([C:31]4[CH:36]=[CH:35][C:34]([Cl:37])=[CH:33][CH:32]=4)([CH3:30])[C@@H:22]([C:23]4[CH:24]=[CH:25][C:26]([Cl:29])=[CH:27][CH:28]=4)[N:17]3[C:16]=2[CH:38]([CH3:39])[CH3:40])=[O:14])[CH2:11]1)(=[O:3])[CH3:2]. The catalyst class is: 4.